This data is from Acute oral toxicity (LD50) regression data from Zhu et al.. The task is: Regression/Classification. Given a drug SMILES string, predict its toxicity properties. Task type varies by dataset: regression for continuous values (e.g., LD50, hERG inhibition percentage) or binary classification for toxic/non-toxic outcomes (e.g., AMES mutagenicity, cardiotoxicity, hepatotoxicity). Dataset: ld50_zhu. (1) The molecule is COc1cc(Oc2ccc(Cl)cc2Cl)ccc1[N+](=O)[O-]. The rat oral LD50 is 1.24, given as -log10 of the dose in mol/kg body weight (higher means more acutely toxic). (2) The compound is N#CCC#N. The rat oral LD50 is 3.67, given as -log10 of the dose in mol/kg body weight (higher means more acutely toxic). (3) The drug is Oc1ccc(C(c2ccc(O)cc2)c2ccccn2)cc1. The rat oral LD50 is 1.51, given as -log10 of the dose in mol/kg body weight (higher means more acutely toxic). (4) The compound is N#Cc1cc2[nH]c(C(F)(F)F)nc2c(Cl)c1Cl. The rat oral LD50 is 1.85, given as -log10 of the dose in mol/kg body weight (higher means more acutely toxic). (5) The compound is CCCCOC(=O)Oc1ccc([N+](=O)[O-])cc1[N+](=O)[O-]. The rat oral LD50 is 3.02, given as -log10 of the dose in mol/kg body weight (higher means more acutely toxic). (6) The drug is CNC(=O)OCc1cccc(COC(=O)NC)n1. The rat oral LD50 is 2.31, given as -log10 of the dose in mol/kg body weight (higher means more acutely toxic). (7) The compound is CCCOP(=O)(OC=C(Cl)Cl)OCCCl. The rat oral LD50 is 4.08, given as -log10 of the dose in mol/kg body weight (higher means more acutely toxic). (8) The compound is COP(=S)(OC)SCSc1ccccc1Cl. The rat oral LD50 is 4.38, given as -log10 of the dose in mol/kg body weight (higher means more acutely toxic). (9) The rat oral LD50 is 2.68, given as -log10 of the dose in mol/kg body weight (higher means more acutely toxic). The compound is CN(C)N=Nc1ccc(I)cc1. (10) The molecule is CNCCCN. The rat oral LD50 is 1.97, given as -log10 of the dose in mol/kg body weight (higher means more acutely toxic).